This data is from Reaction yield outcomes from USPTO patents with 853,638 reactions. The task is: Predict the reaction yield, written as a fraction of the theoretical maximum amount of product (1.0 means a 100% yield; for example, 0.34 means a 34% yield). (1) The reactants are C(C1C=C(NC2N=C(NC3C=CC=C(C(O)=O)C=3)C(F)=CN=2)C=CC=1)(O)=O.[CH3:28][O:29][C:30]1[CH:31]=[C:32]([NH:40][C:41]2[N:46]=[C:45]([NH:47][C:48]3[CH:53]=[CH:52][C:51]([C:54]([O:56]C)=[O:55])=[C:50]([O:58][CH3:59])[CH:49]=3)[C:44]([F:60])=[CH:43][N:42]=2)[CH:33]=[CH:34][C:35]=1[C:36]([O:38]C)=[O:37].[OH-].[Na+]. No catalyst specified. The product is [C:36]([C:35]1[CH:34]=[CH:33][C:32]([NH:40][C:41]2[N:46]=[C:45]([NH:47][C:48]3[CH:53]=[CH:52][C:51]([C:54]([OH:56])=[O:55])=[C:50]([O:58][CH3:59])[CH:49]=3)[C:44]([F:60])=[CH:43][N:42]=2)=[CH:31][C:30]=1[O:29][CH3:28])([OH:38])=[O:37]. The yield is 0.640. (2) The reactants are [CH2:1]([N:8]1[C@@H:13]2[C@:14]([F:27])([C:16]3[N:20](COCCOC)[N:19]=[N:18][N:17]=3)[CH2:15][C@@:9]1([C:46]1[CH:51]=[CH:50][CH:49]=[CH:48][CH:47]=1)[C@H:10]([O:28][C@H:29]([C:32]1[CH:37]=[C:36]([C:38]([F:41])([F:40])[F:39])[CH:35]=[C:34]([C:42]([F:45])([F:44])[F:43])[CH:33]=1)[CH2:30]I)[CH2:11][CH2:12]2)[C:2]1[CH:7]=[CH:6][CH:5]=[CH:4][CH:3]=1.C(N(CC)CC)C. The catalyst is [Pd].CO.C(OCC)(=O)C. The product is [CH2:1]([N:8]1[C@@H:13]2[C@:14]([F:27])([C:16]3[NH:20][N:19]=[N:18][N:17]=3)[CH2:15][C@@:9]1([C:46]1[CH:51]=[CH:50][CH:49]=[CH:48][CH:47]=1)[C@H:10]([O:28][C@H:29]([C:32]1[CH:33]=[C:34]([C:42]([F:43])([F:44])[F:45])[CH:35]=[C:36]([C:38]([F:41])([F:40])[F:39])[CH:37]=1)[CH3:30])[CH2:11][CH2:12]2)[C:2]1[CH:7]=[CH:6][CH:5]=[CH:4][CH:3]=1. The yield is 0.780. (3) The reactants are [CH3:1][S:2]([CH:5]1[CH2:10][CH2:9][C:8]([C:11]2[C:12]([O:22][C:23]3[CH:28]=[CH:27][C:26]([O:29][CH2:30][CH2:31][N:32]4[CH2:37][CH2:36][CH2:35][CH2:34][CH2:33]4)=[CH:25][CH:24]=3)=[C:13]3[C:18](=[CH:19][CH:20]=2)[CH:17]=[C:16]([OH:21])[CH:15]=[CH:14]3)=[CH:7][CH2:6]1)(=[O:4])=[O:3].[CH2:38](O)[C:39]1[CH:44]=[CH:43][CH:42]=[CH:41][CH:40]=1.C1(P(C2C=CC=CC=2)C2C=CC=CC=2)C=CC=CC=1.N(C(OC(C)C)=O)=NC(OC(C)C)=O. The catalyst is C(Cl)Cl.CO. The product is [CH2:38]([O:21][C:16]1[CH:17]=[C:18]2[C:13](=[CH:14][CH:15]=1)[C:12]([O:22][C:23]1[CH:28]=[CH:27][C:26]([O:29][CH2:30][CH2:31][N:32]3[CH2:37][CH2:36][CH2:35][CH2:34][CH2:33]3)=[CH:25][CH:24]=1)=[C:11]([C:8]1[CH2:9][CH2:10][CH:5]([S:2]([CH3:1])(=[O:4])=[O:3])[CH2:6][CH:7]=1)[CH:20]=[CH:19]2)[C:39]1[CH:44]=[CH:43][CH:42]=[CH:41][CH:40]=1. The yield is 1.00. (4) The reactants are [F:1][C:2]1[CH:7]=[CH:6][C:5](N)=[CH:4][C:3]=1[CH3:9].FC(F)(F)C(O)=O.[ClH:17].N([O-])=O.[Na+].[S:22](=[O:25])(O)[OH:23]. The catalyst is O.[Cu](Cl)Cl.[Cu]Cl.C(O)(=O)C. The product is [F:1][C:2]1[CH:7]=[CH:6][C:5]([S:22]([Cl:17])(=[O:25])=[O:23])=[CH:4][C:3]=1[CH3:9]. The yield is 0.312. (5) The reactants are Br[CH2:2][C:3]([NH:5][CH2:6][C:7]#[CH:8])=[O:4].[CH3:9][N:10]1[CH2:15][CH2:14][NH:13][CH2:12][CH2:11]1. The catalyst is C(Cl)Cl. The product is [CH3:9][N:10]1[CH2:15][CH2:14][N:13]([CH2:2][C:3]([NH:5][CH2:6][C:7]#[CH:8])=[O:4])[CH2:12][CH2:11]1. The yield is 0.490. (6) The catalyst is CO. The product is [F:35][C:24]1[CH:25]=[C:26]([C:29]2[CH:30]=[N:31][CH:32]=[CH:33][CH:34]=2)[CH:27]=[CH:28][C:23]=1[C:20]1([C:17]2[N:13]3[CH2:14][CH2:15][S:16][C:10]([CH2:9][OH:8])([CH3:36])[CH2:11][C:12]3=[N:19][N:18]=2)[CH2:22][CH2:21]1. The reactants are [Si]([O:8][CH2:9][C:10]1([CH3:36])[S:16][CH2:15][CH2:14][N:13]2[C:17]([C:20]3([C:23]4[CH:28]=[CH:27][C:26]([C:29]5[CH:30]=[N:31][CH:32]=[CH:33][CH:34]=5)=[CH:25][C:24]=4[F:35])[CH2:22][CH2:21]3)=[N:18][N:19]=[C:12]2[CH2:11]1)(C(C)(C)C)(C)C.Cl. The yield is 0.840. (7) The reactants are C(Cl)(=O)C(Cl)=O.CS(C)=O.[C:11]1([CH2:17][CH2:18][C:19]([N:21]2[CH2:26][CH2:25][CH:24]([OH:27])[CH2:23][CH2:22]2)=[O:20])[CH:16]=[CH:15][CH:14]=[CH:13][CH:12]=1.C(N(CC)CC)C. The catalyst is C(Cl)Cl. The product is [C:11]1([CH2:17][CH2:18][C:19]([N:21]2[CH2:26][CH2:25][C:24](=[O:27])[CH2:23][CH2:22]2)=[O:20])[CH:16]=[CH:15][CH:14]=[CH:13][CH:12]=1. The yield is 0.890.